The task is: Predict which catalyst facilitates the given reaction.. This data is from Catalyst prediction with 721,799 reactions and 888 catalyst types from USPTO. (1) Reactant: C([O:4][CH2:5][C:6]1[O:7][C:8]([C:19]2[CH:24]=[CH:23][C:22]([O:25][CH3:26])=[CH:21][CH:20]=2)=[C:9]([C:11]2[CH:12]=[N:13][C:14]([O:17][CH3:18])=[CH:15][CH:16]=2)[N:10]=1)(=O)C.C(=O)([O-])[O-].[K+].[K+]. Product: [CH3:26][O:25][C:22]1[CH:21]=[CH:20][C:19]([C:8]2[O:7][C:6]([CH2:5][OH:4])=[N:10][C:9]=2[C:11]2[CH:12]=[N:13][C:14]([O:17][CH3:18])=[CH:15][CH:16]=2)=[CH:24][CH:23]=1. The catalyst class is: 5. (2) Reactant: [NH:1]([C:13]([O:15]CC1C=CC=CC=1)=O)[C@H:2]([C:10]([OH:12])=[O:11])[CH2:3][C:4]1[CH:9]=[CH:8][CH:7]=[CH:6][CH:5]=1.[NH:23]1[CH:27]=[N:26][N:25]=[N:24]1.[NH:28]([C:35]([O:37][C:38]([CH3:41])([CH3:40])[CH3:39])=[O:36])[C@H:29](C(O)=O)[CH2:30][NH2:31].CCOC(OC(OCC)=O)=O.CCN(C(C)C)C(C)C. Product: [NH:28]([C:35]([O:37][C:38]([CH3:41])([CH3:40])[CH3:39])=[O:36])[C@H:29]([C:13]([NH:1][C@H:2]([C:10]([OH:12])=[O:11])[CH2:3][C:4]1[CH:5]=[CH:6][CH:7]=[CH:8][CH:9]=1)=[O:15])[CH2:30][NH2:31].[NH:23]1[CH:27]=[N:26][N:25]=[N:24]1. The catalyst class is: 29. (3) Reactant: [CH:1]1([CH2:4][N:5]2[C:9]3[CH:10]=[CH:11][C:12]([S:14]([C:17]([CH3:21])([CH3:20])[CH2:18][NH2:19])(=[O:16])=[O:15])=[CH:13][C:8]=3[N:7]=[C:6]2[CH2:22][C:23]([CH3:26])([CH3:25])[CH3:24])[CH2:3][CH2:2]1.[CH2:27]([N:29]([CH2:32]C)CC)C.ClC(OC1C=CC([N+]([O-])=O)=CC=1)=[O:36].CN.[OH-].[Na+]. Product: [CH:1]1([CH2:4][N:5]2[C:9]3[CH:10]=[CH:11][C:12]([S:14]([C:17]([CH3:20])([CH3:21])[CH2:18][NH:19][C:27]([NH:29][CH3:32])=[O:36])(=[O:16])=[O:15])=[CH:13][C:8]=3[N:7]=[C:6]2[CH2:22][C:23]([CH3:26])([CH3:25])[CH3:24])[CH2:2][CH2:3]1. The catalyst class is: 96. (4) The catalyst class is: 7. Reactant: [Cl:1][C:2]1[CH:7]=[CH:6][C:5]([NH:8][C:9]2[N:14]=[C:13]([N:15]3[CH:19]=[CH:18][C:17]([C:20](O)=[O:21])=[N:16]3)[CH:12]=[CH:11][CH:10]=2)=[CH:4][CH:3]=1.B.O. Product: [Cl:1][C:2]1[CH:7]=[CH:6][C:5]([NH:8][C:9]2[N:14]=[C:13]([N:15]3[CH:19]=[CH:18][C:17]([CH2:20][OH:21])=[N:16]3)[CH:12]=[CH:11][CH:10]=2)=[CH:4][CH:3]=1. (5) Reactant: [CH3:1][O:2][C:3]1[N:8]=[C:7]([C:9](OC)=[O:10])[CH:6]=[C:5]([CH3:13])[N:4]=1.[H-].C([Al+]CC(C)C)C(C)C. Product: [CH3:1][O:2][C:3]1[N:8]=[C:7]([CH:9]=[O:10])[CH:6]=[C:5]([CH3:13])[N:4]=1. The catalyst class is: 451. (6) Reactant: [O:1]1[C:6]2[CH:7]=[CH:8][C:9]([C:11]([OH:13])=[O:12])=[CH:10][C:5]=2[O:4][CH2:3][CH2:2]1.[CH:14]([Li])(CC)C.C1CCCCC1.IC. Product: [CH3:14][C:10]1[C:5]2[O:4][CH2:3][CH2:2][O:1][C:6]=2[CH:7]=[CH:8][C:9]=1[C:11]([OH:13])=[O:12]. The catalyst class is: 57.